This data is from NCI-60 drug combinations with 297,098 pairs across 59 cell lines. The task is: Regression. Given two drug SMILES strings and cell line genomic features, predict the synergy score measuring deviation from expected non-interaction effect. (1) Drug 1: CN(C)C1=NC(=NC(=N1)N(C)C)N(C)C. Drug 2: CC=C1C(=O)NC(C(=O)OC2CC(=O)NC(C(=O)NC(CSSCCC=C2)C(=O)N1)C(C)C)C(C)C. Cell line: HCT116. Synergy scores: CSS=13.0, Synergy_ZIP=-0.249, Synergy_Bliss=-0.767, Synergy_Loewe=-62.5, Synergy_HSA=-0.470. (2) Drug 1: CC(CN1CC(=O)NC(=O)C1)N2CC(=O)NC(=O)C2. Drug 2: C1=C(C(=O)NC(=O)N1)N(CCCl)CCCl. Cell line: NCI-H460. Synergy scores: CSS=53.1, Synergy_ZIP=1.42, Synergy_Bliss=1.86, Synergy_Loewe=1.38, Synergy_HSA=6.29. (3) Synergy scores: CSS=17.1, Synergy_ZIP=1.32, Synergy_Bliss=7.66, Synergy_Loewe=6.43, Synergy_HSA=8.26. Cell line: MALME-3M. Drug 2: C1=CC=C(C(=C1)C(C2=CC=C(C=C2)Cl)C(Cl)Cl)Cl. Drug 1: CC1=C2C(C(=O)C3(C(CC4C(C3C(C(C2(C)C)(CC1OC(=O)C(C(C5=CC=CC=C5)NC(=O)OC(C)(C)C)O)O)OC(=O)C6=CC=CC=C6)(CO4)OC(=O)C)O)C)O.